This data is from Forward reaction prediction with 1.9M reactions from USPTO patents (1976-2016). The task is: Predict the product of the given reaction. (1) The product is: [CH:1]1(/[C:5](/[C:32]2[CH:31]=[CH:30][CH:29]=[C:28]([OH:27])[CH:33]=2)=[CH:6]/[C:7]([O:9][CH3:10])=[O:8])[CH2:4][CH2:3][CH2:2]1. Given the reactants [CH:1]1(/[C:5](/OS(C(F)(F)F)(=O)=O)=[CH:6]/[C:7]([O:9][CH3:10])=[O:8])[CH2:4][CH2:3][CH2:2]1.P([O-])([O-])([O-])=O.[K+].[K+].[K+].[OH:27][C:28]1[CH:29]=[C:30](B(O)O)[CH:31]=[CH:32][CH:33]=1, predict the reaction product. (2) Given the reactants Br[C:2]1[NH:19][C:5]2[N:6]=[CH:7][N:8]=[C:9]([NH:10][C:11]3[CH:12]=[CH:13][C:14]([CH3:18])=[C:15]([OH:17])[CH:16]=3)[C:4]=2[CH:3]=1.[NH2:20][C:21]1[CH:22]=[C:23](B(O)O)[CH:24]=[CH:25][CH:26]=1.C(Cl)Cl.[O-]P([O-])([O-])=O.[K+].[K+].[K+], predict the reaction product. The product is: [NH2:20][C:21]1[CH:26]=[C:25]([C:2]2[NH:19][C:5]3[N:6]=[CH:7][N:8]=[C:9]([NH:10][C:11]4[CH:12]=[CH:13][C:14]([CH3:18])=[C:15]([OH:17])[CH:16]=4)[C:4]=3[CH:3]=2)[CH:24]=[CH:23][CH:22]=1. (3) The product is: [CH3:1][O:2][C:3]([C:5]1[N:6]=[C:7]([C:21]2[CH:20]=[N:19][C:18]([CH3:17])=[CH:23][CH:22]=2)[C:8]([C:12]([F:15])([F:14])[F:13])=[CH:9][C:10]=1[NH2:11])=[O:4]. Given the reactants [CH3:1][O:2][C:3]([C:5]1[C:10]([NH2:11])=[CH:9][C:8]([C:12]([F:15])([F:14])[F:13])=[C:7](Br)[N:6]=1)=[O:4].[CH3:17][C:18]1[CH:23]=[CH:22][C:21](B(O)O)=[CH:20][N:19]=1.NC1C(C(O)=O)=NC(C2C=CC(F)=CC=2)=C(C(F)(F)F)C=1, predict the reaction product. (4) Given the reactants [C:1]1([N:7]=[C:8]=S)[CH:6]=[CH:5][CH:4]=[CH:3][CH:2]=1.[NH2:10][CH2:11][CH2:12][CH2:13][OH:14], predict the reaction product. The product is: [O:14]1[CH2:13][CH2:12][CH2:11][NH:10][C:8]1=[N:7][C:1]1[CH:6]=[CH:5][CH:4]=[CH:3][CH:2]=1. (5) Given the reactants Cl[C:2]1[N:7]=[C:6]([O:8][CH2:9][CH2:10][CH2:11][OH:12])[CH:5]=[CH:4][N:3]=1.C([O:15][C:16](=[O:28])[CH2:17][C@H:18]1[C:26]2[C:21](=[CH:22][C:23](O)=[CH:24][CH:25]=2)[CH2:20][CH2:19]1)C.[CH:42]1[CH:47]=[CH:46][C:45](P([C:42]2[CH:47]=[CH:46][CH:45]=[CH:44][CH:43]=2)[C:42]2[CH:47]=[CH:46][CH:45]=[CH:44][CH:43]=2)=[CH:44][CH:43]=1.[CH2:48]1CCN(C(N=NC(N2CCCCC2)=O)=O)C[CH2:49]1, predict the reaction product. The product is: [CH2:48]([C:42]1[CH:43]=[CH:44][C:45]([C:2]2[N:7]=[C:6]([O:8][CH2:9][CH2:10][CH2:11][O:12][C:23]3[CH:22]=[C:21]4[C:26](=[CH:25][CH:24]=3)[C@H:18]([CH2:17][C:16]([OH:15])=[O:28])[CH2:19][CH2:20]4)[CH:5]=[CH:4][N:3]=2)=[CH:46][CH:47]=1)[CH3:49].